Dataset: NCI-60 drug combinations with 297,098 pairs across 59 cell lines. Task: Regression. Given two drug SMILES strings and cell line genomic features, predict the synergy score measuring deviation from expected non-interaction effect. (1) Drug 1: CC1=C(C(CCC1)(C)C)C=CC(=CC=CC(=CC(=O)O)C)C. Drug 2: CC12CCC3C(C1CCC2O)C(CC4=C3C=CC(=C4)O)CCCCCCCCCS(=O)CCCC(C(F)(F)F)(F)F. Cell line: M14. Synergy scores: CSS=0.343, Synergy_ZIP=1.30, Synergy_Bliss=3.45, Synergy_Loewe=-1.02, Synergy_HSA=-0.621. (2) Drug 1: CCC1(CC2CC(C3=C(CCN(C2)C1)C4=CC=CC=C4N3)(C5=C(C=C6C(=C5)C78CCN9C7C(C=CC9)(C(C(C8N6C)(C(=O)OC)O)OC(=O)C)CC)OC)C(=O)OC)O.OS(=O)(=O)O. Drug 2: C1=NNC2=C1C(=O)NC=N2. Cell line: KM12. Synergy scores: CSS=5.21, Synergy_ZIP=-1.06, Synergy_Bliss=0.242, Synergy_Loewe=3.95, Synergy_HSA=0.242. (3) Drug 1: CN(C)C1=NC(=NC(=N1)N(C)C)N(C)C. Drug 2: C1C(C(OC1N2C=NC3=C(N=C(N=C32)Cl)N)CO)O. Cell line: EKVX. Synergy scores: CSS=-6.04, Synergy_ZIP=2.89, Synergy_Bliss=-2.83, Synergy_Loewe=-6.28, Synergy_HSA=-7.16. (4) Drug 1: CC1=CC2C(CCC3(C2CCC3(C(=O)C)OC(=O)C)C)C4(C1=CC(=O)CC4)C. Drug 2: COCCOC1=C(C=C2C(=C1)C(=NC=N2)NC3=CC=CC(=C3)C#C)OCCOC.Cl. Cell line: PC-3. Synergy scores: CSS=-1.75, Synergy_ZIP=0.506, Synergy_Bliss=0.636, Synergy_Loewe=-2.55, Synergy_HSA=-2.54.